From a dataset of Forward reaction prediction with 1.9M reactions from USPTO patents (1976-2016). Predict the product of the given reaction. (1) Given the reactants FC(F)(F)S(O[C:7]1[CH:12]=[C:11]([CH3:13])[C:10]([CH2:14][C:15]2[CH:20]=[CH:19][C:18]([O:21][CH2:22][O:23][CH3:24])=[C:17]([CH2:25][C:26]3[CH:31]=[CH:30][CH:29]=[CH:28][CH:27]=3)[CH:16]=2)=[C:9]([CH3:32])[CH:8]=1)(=O)=O.[CH3:35][OH:36].C1(P(C(P(C2C=CC=CC=2)C2C=CC=CC=2)(C)C)C2C=CC=CC=2)C=CC=CC=1.Cl.CN([CH:70]=[O:71])C, predict the reaction product. The product is: [CH2:25]([C:17]1[CH:16]=[C:15]([CH:20]=[CH:19][C:18]=1[O:21][CH2:22][O:23][CH3:24])[CH2:14][C:10]1[C:9]([CH3:32])=[CH:8][C:7]([C:35]([O:71][CH3:70])=[O:36])=[CH:12][C:11]=1[CH3:13])[C:26]1[CH:31]=[CH:30][CH:29]=[CH:28][CH:27]=1. (2) Given the reactants [CH2:1]([O:8][C:9]1[C:23]([N+:24]([O-])=O)=[CH:22][C:21]([F:27])=[C:20]([CH3:28])[C:10]=1[C:11]([O:13][C:14]1[CH:19]=[CH:18][CH:17]=[CH:16][CH:15]=1)=[O:12])[C:2]1[CH:7]=[CH:6][CH:5]=[CH:4][CH:3]=1.[O-]S(S([O-])=O)=O.[Na+].[Na+].CCOC(C)=O, predict the reaction product. The product is: [NH2:24][C:23]1[C:9]([O:8][CH2:1][C:2]2[CH:7]=[CH:6][CH:5]=[CH:4][CH:3]=2)=[C:10]([C:20]([CH3:28])=[C:21]([F:27])[CH:22]=1)[C:11]([O:13][C:14]1[CH:15]=[CH:16][CH:17]=[CH:18][CH:19]=1)=[O:12]. (3) The product is: [OH:57][C@H:56]([CH2:58][N:25]1[CH2:24][CH2:23][CH2:22][CH2:27][CH2:26]1)[CH2:55][O:54][C:41]1[CH:42]=[CH:43][C:44]2[C:45]3[N:46]([CH2:51][CH2:52][N:53]=3)[C:47]([NH2:50])=[N:48][C:49]=2[C:40]=1[O:39][CH3:38]. Given the reactants FC(F)(F)C(O)=O.FC(F)(F)C(O)=O.NC1[N:25]2[CH2:26][CH2:27]N=[C:24]2[C:23]2[CH:22]=CC(O)=C(OC)C=2N=1.C(=O)([O-])[O-].[Cs+].[Cs+].[CH3:38][O:39][C:40]1[C:49]2[N:48]=[C:47]([NH2:50])[N:46]3[CH2:51][CH2:52][N:53]=[C:45]3[C:44]=2[CH:43]=[CH:42][C:41]=1[O:54][CH2:55][C@H:56]1[CH2:58][O:57]1.N1CCCCC1, predict the reaction product. (4) Given the reactants [Br:1][C:2]1[CH:6]=[N:5][N:4]([CH3:7])[C:3]=1[NH:8][C:9]1[CH:14]=[CH:13][CH:12]=[C:11]([N+:15]([O-])=O)[CH:10]=1.S(S([O-])=O)([O-])=O.[Na+].[Na+], predict the reaction product. The product is: [Br:1][C:2]1[CH:6]=[N:5][N:4]([CH3:7])[C:3]=1[NH:8][C:9]1[CH:14]=[CH:13][CH:12]=[C:11]([NH2:15])[CH:10]=1. (5) Given the reactants [CH3:1][O:2][C:3]1[CH:8]=[CH:7][C:6]([CH2:9][C:10]([N:12]([CH2:19][C:20]2[CH:25]=[CH:24][C:23]([Cl:26])=[CH:22][CH:21]=2)[CH:13]2[CH2:18][CH2:17][NH:16][CH2:15][CH2:14]2)=[O:11])=[CH:5][CH:4]=1.[CH:27](Br)([CH3:29])[CH3:28].CCN(C(C)C)C(C)C.C(=O)([O-])O.[Na+], predict the reaction product. The product is: [CH3:1][O:2][C:3]1[CH:4]=[CH:5][C:6]([CH2:9][C:10]([N:12]([CH2:19][C:20]2[CH:21]=[CH:22][C:23]([Cl:26])=[CH:24][CH:25]=2)[CH:13]2[CH2:18][CH2:17][N:16]([CH:27]([CH3:29])[CH3:28])[CH2:15][CH2:14]2)=[O:11])=[CH:7][CH:8]=1.